This data is from Forward reaction prediction with 1.9M reactions from USPTO patents (1976-2016). The task is: Predict the product of the given reaction. (1) Given the reactants [Br:1][C:2]1[CH:3]=[CH:4][C:5]([NH:16][C:17]2[CH:22]=[CH:21][C:20]([C:23](=[O:31])[C:24]3[CH:29]=[CH:28][CH:27]=[CH:26][C:25]=3[CH3:30])=[C:19]([Cl:32])[CH:18]=2)=[C:6]([NH:8][C:9](=[O:15])[CH2:10][CH2:11][C:12](O)=[O:13])[CH:7]=1.[NH2:33][CH2:34][CH2:35][CH2:36][CH2:37][CH2:38][CH2:39][OH:40], predict the reaction product. The product is: [Br:1][C:2]1[CH:3]=[CH:4][C:5]([NH:16][C:17]2[CH:22]=[CH:21][C:20]([C:23](=[O:31])[C:24]3[CH:29]=[CH:28][CH:27]=[CH:26][C:25]=3[CH3:30])=[C:19]([Cl:32])[CH:18]=2)=[C:6]([NH:8][C:9](=[O:15])[CH2:10][CH2:11][C:12]([NH:33][CH2:34][CH2:35][CH2:36][CH2:37][CH2:38][CH2:39][OH:40])=[O:13])[CH:7]=1. (2) Given the reactants [NH2:1][C:2]1[O:6][C:5]([C:7]2[CH:8]=[C:9]([OH:14])[CH:10]=[C:11](Br)[CH:12]=2)=[N:4][N:3]=1.[B:15]1([B:15]2[O:19][C:18]([CH3:21])([CH3:20])[C:17]([CH3:23])([CH3:22])[O:16]2)[O:19][C:18]([CH3:21])([CH3:20])[C:17]([CH3:23])([CH3:22])[O:16]1.C([O-])(=O)C.[K+], predict the reaction product. The product is: [NH2:1][C:2]1[O:6][C:5]([C:7]2[CH:8]=[C:9]([OH:14])[CH:10]=[C:11]([B:15]3[O:19][C:18]([CH3:21])([CH3:20])[C:17]([CH3:23])([CH3:22])[O:16]3)[CH:12]=2)=[N:4][N:3]=1. (3) Given the reactants [CH2:1]([O:8][C:9]1[CH:14]=[C:13]([C:15]([O:17][CH3:18])=[O:16])[CH:12]=[CH:11][C:10]=1[C:19]1[CH:24]=[CH:23][C:22]([F:25])=[CH:21][CH:20]=1)[C:2]1C=CC=CC=1.[H][H].[Br:28]Br.N, predict the reaction product. The product is: [Br:28][C:12]1[C:13]([C:15]([O:17][CH3:18])=[O:16])=[CH:14][C:9]([O:8][CH2:1][CH3:2])=[C:10]([C:19]2[CH:24]=[CH:23][C:22]([F:25])=[CH:21][CH:20]=2)[CH:11]=1. (4) The product is: [Br:1][C:2]1[CH:7]=[CH:6][C:5]([CH:8]2[CH2:10][CH:9]2[CH2:11][C:19]#[N:20])=[CH:4][CH:3]=1. Given the reactants [Br:1][C:2]1[CH:7]=[CH:6][C:5]([CH:8]2[CH2:10][CH:9]2[CH2:11]O)=[CH:4][CH:3]=1.CS(Cl)(=O)=O.C[CH2:19][N:20](CC)CC.[C-]#N.[K+], predict the reaction product. (5) Given the reactants [CH3:1][O:2][C:3]1[CH:8]=[CH:7][C:6]([CH:9]2[C:18]3[C:13](=[CH:14][C:15]([O:19][CH2:20][CH2:21][CH2:22][N:23]4[CH2:28][CH2:27][CH2:26][CH2:25][CH2:24]4)=[CH:16][CH:17]=3)[CH2:12][NH:11][CH2:10]2)=[CH:5][CH:4]=1.C(O)(=O)C.C(O[C:36]1(O[Si](C)(C)C)[CH2:38][CH2:37]1)C.[BH3-]C#N.[Na+], predict the reaction product. The product is: [CH:36]1([N:11]2[CH2:10][CH:9]([C:6]3[CH:5]=[CH:4][C:3]([O:2][CH3:1])=[CH:8][CH:7]=3)[C:18]3[C:13](=[CH:14][C:15]([O:19][CH2:20][CH2:21][CH2:22][N:23]4[CH2:28][CH2:27][CH2:26][CH2:25][CH2:24]4)=[CH:16][CH:17]=3)[CH2:12]2)[CH2:38][CH2:37]1.